From a dataset of Ames mutagenicity test results for genotoxicity prediction. Regression/Classification. Given a drug SMILES string, predict its toxicity properties. Task type varies by dataset: regression for continuous values (e.g., LD50, hERG inhibition percentage) or binary classification for toxic/non-toxic outcomes (e.g., AMES mutagenicity, cardiotoxicity, hepatotoxicity). Dataset: ames. (1) The compound is C=CC(=O)OCC(CC)(COC(=O)C=C)COC(=O)C=C. The result is 1 (mutagenic). (2) The molecule is BrCCC(Br)Br. The result is 1 (mutagenic). (3) The drug is O=C1c2ccccc2-c2cc([N+](=O)[O-])ccc21. The result is 1 (mutagenic). (4) The drug is O=NN1CCC(O)CC1. The result is 1 (mutagenic).